This data is from Full USPTO retrosynthesis dataset with 1.9M reactions from patents (1976-2016). The task is: Predict the reactants needed to synthesize the given product. (1) Given the product [C:26]([N:29]1[CH2:34][CH2:33][N:32]([C:12](=[O:14])[CH2:11][N:7]2[C:8]3[CH:9]=[CH:10][C:2]([Cl:1])=[CH:3][C:4]=3[C:5]3[CH2:18][N:17]([CH3:19])[CH2:16][CH2:15][C:6]2=3)[CH2:31][CH2:30]1)(=[O:28])[CH3:27], predict the reactants needed to synthesize it. The reactants are: [Cl:1][C:2]1[CH:10]=[CH:9][C:8]2[N:7]([CH2:11][C:12]([OH:14])=O)[C:6]3[CH2:15][CH2:16][N:17]([CH3:19])[CH2:18][C:5]=3[C:4]=2[CH:3]=1.C(Cl)(=O)C(Cl)=O.[C:26]([N:29]1[CH2:34][CH2:33][NH:32][CH2:31][CH2:30]1)(=[O:28])[CH3:27]. (2) Given the product [F:26][C:25]([F:28])([F:27])[S:22]([O:14][CH:10]1[CH:11]([O:13][S:22]([C:25]([F:26])([F:27])[F:28])(=[O:21])=[O:23])[CH2:12][N:8]([CH2:1][C:2]2[CH:3]=[CH:4][CH:5]=[CH:6][CH:7]=2)[CH2:9]1)(=[O:23])=[O:21], predict the reactants needed to synthesize it. The reactants are: [CH2:1]([N:8]1[CH2:12][C@@H:11]([OH:13])[C@H:10]([OH:14])[CH2:9]1)[C:2]1[CH:7]=[CH:6][CH:5]=[CH:4][CH:3]=1.N1C=CC=CC=1.[O:21](S(C(F)(F)F)(=O)=O)[S:22]([C:25]([F:28])([F:27])[F:26])(=O)=[O:23].